This data is from Catalyst prediction with 721,799 reactions and 888 catalyst types from USPTO. The task is: Predict which catalyst facilitates the given reaction. (1) Reactant: [F:1][C:2]1[CH:3]=[CH:4][C:5]([OH:18])=[C:6]([C:8]2[CH:17]=[CH:16][C:11]([C:12]([O:14]C)=[O:13])=[CH:10][N:9]=2)[CH:7]=1.[OH-].[Li+]. Product: [F:1][C:2]1[CH:3]=[CH:4][C:5]([OH:18])=[C:6]([C:8]2[CH:17]=[CH:16][C:11]([C:12]([OH:14])=[O:13])=[CH:10][N:9]=2)[CH:7]=1. The catalyst class is: 5. (2) Reactant: Cl[C:2]1[CH:7]=[N:6][CH:5]=[C:4]([Cl:8])[N:3]=1.[NH:9]1[CH2:14][CH2:13][CH:12]([C:15]([O:17][CH2:18][CH3:19])=[O:16])[CH2:11][CH2:10]1.C(N(CC)CC)C. Product: [Cl:8][C:4]1[N:3]=[C:2]([N:9]2[CH2:14][CH2:13][CH:12]([C:15]([O:17][CH2:18][CH3:19])=[O:16])[CH2:11][CH2:10]2)[CH:7]=[N:6][CH:5]=1. The catalyst class is: 12. (3) Reactant: [Cl:1][C:2]1[C:7]([F:8])=[C:6]([CH:9](O)[CH2:10][N+:11]([O-:13])=[O:12])[CH:5]=[CH:4][N:3]=1.CS(Cl)(=O)=O.CCN(CC)CC.C(=O)(O)[O-].[Na+]. Product: [Cl:1][C:2]1[C:7]([F:8])=[C:6](/[CH:9]=[CH:10]/[N+:11]([O-:13])=[O:12])[CH:5]=[CH:4][N:3]=1. The catalyst class is: 2. (4) Reactant: [CH3:1][O:2][C:3]1[CH:4]=[C:5]2[CH2:14][CH:13]([CH2:15][CH:16]3[CH2:21][CH2:20][N:19]([CH2:22][C:23]4[CH:24]=[CH:25][CH:26]=[CH:27][CH:28]=4)[CH2:18][CH2:17]3)[C:11](=[O:12])[C:6]2=[CH:7][C:8]=1[O:9][CH3:10].Cl.[K].Cl. Product: [CH3:1][O:2][C:3]1[CH:4]=[C:5]2[CH2:14][CH:13]([CH2:15][CH:16]3[CH2:17][CH2:18][N:19]([CH2:22][C:23]4[CH:28]=[CH:27][CH:26]=[CH:25][CH:24]=4)[CH2:20][CH2:21]3)[C:11](=[O:12])[C:6]2=[CH:7][C:8]=1[O:9][CH3:10]. The catalyst class is: 6. (5) Reactant: [Br:1][C:2]1[C:3]([C:10]([F:13])([F:12])[F:11])=[C:4]([CH:7]=[CH:8][CH:9]=1)[C:5]#[N:6].C(=O)(O)[O-].[Na+].Cl.[NH2:20][OH:21]. Product: [Br:1][C:2]1[C:3]([C:10]([F:11])([F:12])[F:13])=[C:4]([C:5](=[NH:6])[NH:20][OH:21])[CH:7]=[CH:8][CH:9]=1. The catalyst class is: 8. (6) Reactant: [CH:1](=[O:6])[CH2:2][CH:3]([CH3:5])[CH3:4].[CH2:7](O)[CH2:8][CH2:9][OH:10].[O-]S([O-])(=O)=O.[Na+].[Na+]. Product: [CH2:2]([CH:1]1[O:10][CH2:9][CH2:8][CH2:7][O:6]1)[CH:3]([CH3:5])[CH3:4]. The catalyst class is: 2. (7) Reactant: C([Li])CCC.I[C:7]1[CH:8]=[N:9][N:10]([CH3:12])[CH:11]=1.[F:13][C:14]1[CH:19]=[CH:18][C:17]([N:20]2[C:24]3[CH:25]=[C:26]4[C@:31]([CH:33]=[O:34])([CH2:32][C:23]=3[CH:22]=[N:21]2)[CH2:30][N:29]([C:35]([O:37][C:38]([CH3:41])([CH3:40])[CH3:39])=[O:36])[CH2:28][CH2:27]4)=[CH:16][CH:15]=1.O. Product: [F:13][C:14]1[CH:19]=[CH:18][C:17]([N:20]2[C:24]3[CH:25]=[C:26]4[C:31]([C@@H:33]([OH:34])[C:7]5[CH:8]=[N:9][N:10]([CH3:12])[CH:11]=5)([CH2:32][C:23]=3[CH:22]=[N:21]2)[CH2:30][N:29]([C:35]([O:37][C:38]([CH3:41])([CH3:40])[CH3:39])=[O:36])[CH2:28][CH2:27]4)=[CH:16][CH:15]=1. The catalyst class is: 217. (8) Reactant: C([O-])(=O)C.[Na+].Cl.[NH2:7][OH:8].[F:9][C:10]1[CH:15]=[CH:14][C:13]([CH2:16][C:17]([C:19]2[CH:24]=[CH:23][N:22]=[CH:21][CH:20]=2)=O)=[CH:12][CH:11]=1. Product: [F:9][C:10]1[CH:15]=[CH:14][C:13]([CH2:16][C:17]([C:19]2[CH:24]=[CH:23][N:22]=[CH:21][CH:20]=2)=[N:7][OH:8])=[CH:12][CH:11]=1. The catalyst class is: 5.